The task is: Regression/Classification. Given a drug SMILES string, predict its absorption, distribution, metabolism, or excretion properties. Task type varies by dataset: regression for continuous measurements (e.g., permeability, clearance, half-life) or binary classification for categorical outcomes (e.g., BBB penetration, CYP inhibition). Dataset: cyp2c9_veith.. This data is from CYP2C9 inhibition data for predicting drug metabolism from PubChem BioAssay. (1) The molecule is Oc1ccc(/C=C\c2cc(O)cc(O)c2)cc1. The result is 0 (non-inhibitor). (2) The molecule is O=C(O)CN1C(=O)CN=C(c2ccccn2)c2cc(Cl)ccc21. The result is 0 (non-inhibitor).